This data is from Peptide-MHC class I binding affinity with 185,985 pairs from IEDB/IMGT. The task is: Regression. Given a peptide amino acid sequence and an MHC pseudo amino acid sequence, predict their binding affinity value. This is MHC class I binding data. (1) The binding affinity (normalized) is 0. The peptide sequence is EELKEEALKHF. The MHC is Mamu-B17 with pseudo-sequence Mamu-B17. (2) The peptide sequence is IGDKPTCLV. The MHC is HLA-A02:01 with pseudo-sequence HLA-A02:01. The binding affinity (normalized) is 0.0847. (3) The peptide sequence is YRYLCLIQK. The MHC is HLA-A31:01 with pseudo-sequence HLA-A31:01. The binding affinity (normalized) is 0.367. (4) The peptide sequence is KSAFYQSYL. The MHC is HLA-A02:12 with pseudo-sequence HLA-A02:12. The binding affinity (normalized) is 0.0847. (5) The peptide sequence is YEHYFVFAA. The binding affinity (normalized) is 0.451. The MHC is HLA-B45:06 with pseudo-sequence HLA-B45:06. (6) The peptide sequence is YFTNDVSFL. The MHC is HLA-A29:02 with pseudo-sequence HLA-A29:02. The binding affinity (normalized) is 0. (7) The peptide sequence is AVDLSHFLK. The MHC is HLA-A32:01 with pseudo-sequence HLA-A32:01. The binding affinity (normalized) is 0. (8) The peptide sequence is PGMMMGMFNM. The MHC is Mamu-B17 with pseudo-sequence Mamu-B17. The binding affinity (normalized) is 0. (9) The peptide sequence is KLLSTSNVIT. The MHC is HLA-A02:01 with pseudo-sequence HLA-A02:01. The binding affinity (normalized) is 0.351.